Predict the reactants needed to synthesize the given product. From a dataset of Retrosynthesis with 50K atom-mapped reactions and 10 reaction types from USPTO. (1) Given the product CCN(CC(F)(F)F)c1nc(SCc2csc(-c3ccc(Cl)cc3)n2)c(C#N)c(-c2ccc(OCCO)cc2)c1C#N, predict the reactants needed to synthesize it. The reactants are: CCNCC(F)(F)F.N#Cc1c(Cl)nc(SCc2csc(-c3ccc(Cl)cc3)n2)c(C#N)c1-c1ccc(OCCO)cc1. (2) Given the product CCS(=O)(=O)c1ccc(NC(=O)CCCc2ccc(C(Nc3ccc(C#N)cc3)C(=O)O)cc2)cc1CN, predict the reactants needed to synthesize it. The reactants are: CCS(=O)(=O)c1ccc(NC(=O)CCCc2ccc(C(Nc3ccc(C#N)cc3)C(=O)O)cc2)cc1CNC(=O)OC(C)(C)C. (3) Given the product CCOC(=O)c1cc2cc(O)ccc2[nH]1, predict the reactants needed to synthesize it. The reactants are: CCOC(=O)c1cc2cc(OC)ccc2[nH]1. (4) Given the product CC(C)(C)OC(=O)N1CCC[C@H]1COc1cc([N+](=O)[O-])ccc1Cl, predict the reactants needed to synthesize it. The reactants are: CC(C)(C)OC(=O)N1CCC[C@H]1CO.O=[N+]([O-])c1ccc(Cl)c(O)c1.